This data is from Full USPTO retrosynthesis dataset with 1.9M reactions from patents (1976-2016). The task is: Predict the reactants needed to synthesize the given product. (1) Given the product [CH3:4][C:5]1[O:9][C:8]([C:10]2[S:11][CH:12]=[CH:13][CH:14]=2)=[N:7][C:6]=1[CH2:15][O:16][C:17]1[CH:18]=[CH:19][C:20]([CH2:21][O:22]/[N:23]=[C:24](/[C:34]2[CH:39]=[CH:38][CH:37]=[CH:36][CH:35]=2)\[CH2:25][CH2:26][CH2:27][CH2:28][C:29]([OH:31])=[O:30])=[CH:40][CH:41]=1, predict the reactants needed to synthesize it. The reactants are: O.[OH-].[Li+].[CH3:4][C:5]1[O:9][C:8]([C:10]2[S:11][CH:12]=[CH:13][CH:14]=2)=[N:7][C:6]=1[CH2:15][O:16][C:17]1[CH:41]=[CH:40][C:20]([CH2:21][O:22]/[N:23]=[C:24](/[C:34]2[CH:39]=[CH:38][CH:37]=[CH:36][CH:35]=2)\[CH2:25][CH2:26][CH2:27][CH2:28][C:29]([O:31]CC)=[O:30])=[CH:19][CH:18]=1.O.Cl. (2) Given the product [Cl:35][C:29]1[CH:30]=[C:31]([Cl:34])[CH:32]=[CH:33][C:28]=1[O:27][C:22]1[CH:23]=[CH:24][CH:25]=[CH:26][C:21]=1[NH:20][S:19]([C:16]1[CH:17]=[CH:18][C:13]([C:12]([N:9]2[CH2:8][CH2:7][CH:6]([C:4]([OH:5])=[O:3])[CH2:11][CH2:10]2)=[O:38])=[CH:14][CH:15]=1)(=[O:36])=[O:37], predict the reactants needed to synthesize it. The reactants are: C([O:3][C:4]([CH:6]1[CH2:11][CH2:10][N:9]([C:12](=[O:38])[C:13]2[CH:18]=[CH:17][C:16]([S:19](=[O:37])(=[O:36])[NH:20][C:21]3[CH:26]=[CH:25][CH:24]=[CH:23][C:22]=3[O:27][C:28]3[CH:33]=[CH:32][C:31]([Cl:34])=[CH:30][C:29]=3[Cl:35])=[CH:15][CH:14]=2)[CH2:8][CH2:7]1)=[O:5])C.O.CO. (3) Given the product [Cl:21][C:4]1[N:9]=[C:8]([NH:10][CH2:11][CH2:12][CH3:13])[N:7]=[C:6]([NH:14][CH2:15][C:16]#[CH:17])[N:5]=1, predict the reactants needed to synthesize it. The reactants are: CON(C)[C:4]1[N:9]=[C:8]([NH:10][CH2:11][CH2:12][CH3:13])[N:7]=[C:6]([NH:14][CH2:15][C:16]#[CH:17])[N:5]=1.N1C(Cl)=NC(Cl)=NC=1[Cl:21].C(N)CC.C(N)C#C. (4) Given the product [F:27][CH:2]([F:1])[O:3][C:4]1[CH:5]=[C:6]([O:25][CH3:26])[C:7]2[N:8]=[N:28][C:15]3=[C:14]([CH3:16])[N:13]=[C:12]([C:17]4[CH:18]=[N:19][CH:20]=[C:21]([O:23][CH3:24])[CH:22]=4)[N:11]3[C:9]=2[CH:10]=1, predict the reactants needed to synthesize it. The reactants are: [F:1][CH:2]([F:27])[O:3][C:4]1[CH:10]=[C:9]([N:11]2[CH:15]=[C:14]([CH3:16])[N:13]=[C:12]2[C:17]2[CH:18]=[N:19][CH:20]=[C:21]([O:23][CH3:24])[CH:22]=2)[C:7]([NH2:8])=[C:6]([O:25][CH3:26])[CH:5]=1.[N:28]([O-])=O.[Na+].[OH-].[Na+].